From a dataset of Forward reaction prediction with 1.9M reactions from USPTO patents (1976-2016). Predict the product of the given reaction. (1) Given the reactants O[C:2]1[C:11]2[C:6](=[CH:7][CH:8]=[C:9]([I:12])[CH:10]=2)[N:5]=[C:4]([CH3:13])[CH:3]=1.C(=O)([O-])[O-].[Na+].[Na+].P(Cl)(Cl)([Cl:22])=O, predict the reaction product. The product is: [Cl:22][C:2]1[C:11]2[C:6](=[CH:7][CH:8]=[C:9]([I:12])[CH:10]=2)[N:5]=[C:4]([CH3:13])[CH:3]=1. (2) Given the reactants [CH2:1]([O:3][C:4](=[O:48])[CH2:5][CH2:6][CH2:7][O:8][C:9]1[CH:14]=[CH:13][CH:12]=[C:11]([CH2:15][CH2:16][CH2:17][CH2:18][CH2:19][CH2:20][O:21][C:22]2[CH:23]=[C:24]([C:33]3[CH:38]=[CH:37][C:36]([F:39])=[C:35](F)[CH:34]=3)[CH:25]=[C:26]([C:28](=[O:32])[N:29]([CH3:31])[CH3:30])[CH:27]=2)[C:10]=1[CH2:41][CH2:42][C:43]([O:45][CH2:46][CH3:47])=[O:44])[CH3:2].C([O:51]C(=O)CCCOC1C=CC=C(CCCCCCOC2C=C(C(=O)N(C)C)C=C(Br)C=2)C=1CCC(OCC)=O)C.FC1C=CC(B(O)O)=CC=1O.C(=O)([O-])[O-].[Cs+].[Cs+], predict the reaction product. The product is: [CH2:1]([O:3][C:4](=[O:48])[CH2:5][CH2:6][CH2:7][O:8][C:9]1[CH:14]=[CH:13][CH:12]=[C:11]([CH2:15][CH2:16][CH2:17][CH2:18][CH2:19][CH2:20][O:21][C:22]2[CH:23]=[C:24]([C:33]3[CH:38]=[CH:37][C:36]([F:39])=[C:35]([OH:51])[CH:34]=3)[CH:25]=[C:26]([C:28](=[O:32])[N:29]([CH3:31])[CH3:30])[CH:27]=2)[C:10]=1[CH2:41][CH2:42][C:43]([O:45][CH2:46][CH3:47])=[O:44])[CH3:2]. (3) Given the reactants [H-].[Na+].[Br:3][C:4]1[NH:5][C:6]2[C:11]([C:12]=1[CH:13]1[CH2:18][CH2:17][CH2:16][CH2:15][CH2:14]1)=[CH:10][CH:9]=[C:8]([C:19]([O:21][CH3:22])=[O:20])[CH:7]=2.Br[CH2:24][C:25]([O:27][C:28]([CH3:31])([CH3:30])[CH3:29])=[O:26], predict the reaction product. The product is: [Br:3][C:4]1[N:5]([CH2:24][C:25]([O:27][C:28]([CH3:31])([CH3:30])[CH3:29])=[O:26])[C:6]2[C:11]([C:12]=1[CH:13]1[CH2:18][CH2:17][CH2:16][CH2:15][CH2:14]1)=[CH:10][CH:9]=[C:8]([C:19]([O:21][CH3:22])=[O:20])[CH:7]=2. (4) Given the reactants [CH3:1][O:2][C:3](=[O:29])[CH2:4][CH2:5][CH2:6]/[CH:7]=[CH:8]\[CH2:9][C@H:10]1[C:14](=[O:15])[CH:13]=[CH:12][C@@H:11]1/[CH:16]=[CH:17]/[C@@H:18]([OH:28])[CH2:19][CH2:20][C:21]1[S:22][C:23]([CH3:27])=[C:24]([Br:26])[CH:25]=1.N1C(C)=CC=CC=1C.[Si:38](OS(C(F)(F)F)(=O)=O)([C:41]([CH3:44])([CH3:43])[CH3:42])([CH3:40])[CH3:39].C([O-])(O)=O.[Na+], predict the reaction product. The product is: [CH3:1][O:2][C:3](=[O:29])[CH2:4][CH2:5][CH2:6]/[CH:7]=[CH:8]\[CH2:9][C@H:10]1[C:14](=[O:15])[CH:13]=[CH:12][C@@H:11]1/[CH:16]=[CH:17]/[C@@H:18]([O:28][Si:38]([C:41]([CH3:44])([CH3:43])[CH3:42])([CH3:40])[CH3:39])[CH2:19][CH2:20][C:21]1[S:22][C:23]([CH3:27])=[C:24]([Br:26])[CH:25]=1. (5) Given the reactants [Br:1][C:2]1[CH:10]=[C:9]2[C:5]([CH:6]=[C:7]([C:11]([N:13]3[CH2:18][CH2:17][C:16]([F:20])([F:19])[CH2:15][CH2:14]3)=[O:12])[NH:8]2)=[CH:4][C:3]=1[O:21][CH:22]1[CH2:27][CH2:26][N:25]([CH:28]([CH3:30])[CH3:29])[CH2:24][CH2:23]1.[Cl:31][C:32]1[CH:37]=[C:36](B(O)O)[CH:35]=[CH:34][N:33]=1, predict the reaction product. The product is: [Br:1][C:2]1[CH:10]=[C:9]2[C:5]([CH:6]=[C:7]([C:11]([N:13]3[CH2:18][CH2:17][C:16]([F:19])([F:20])[CH2:15][CH2:14]3)=[O:12])[N:8]2[C:36]2[CH:35]=[CH:34][N:33]=[C:32]([Cl:31])[CH:37]=2)=[CH:4][C:3]=1[O:21][CH:22]1[CH2:23][CH2:24][N:25]([CH:28]([CH3:30])[CH3:29])[CH2:26][CH2:27]1. (6) Given the reactants [C:1]([O:4][C:5]1[CH:24]=[CH:23][C:8]([C:9]2[CH2:10][O:11][C:12]3[C:17]([CH:18]=2)=[CH:16][CH:15]=[C:14]([O:19][C:20](=[O:22])[CH3:21])[CH:13]=3)=[CH:7][CH:6]=1)(=[O:3])[CH3:2].C1C=CC([C+](C2C=CC=CC=2)C2C=CC=CC=2)=CC=1.F[P-](F)(F)(F)(F)F.C[Si](C)(C)[C:53]1[CH:54]=[N:55][CH:56]=[CH:57][CH:58]=1, predict the reaction product. The product is: [C:1]([O:4][C:5]1[CH:24]=[CH:23][C:8]([C:9]2[CH:10]([C:53]3[CH:54]=[N:55][CH:56]=[CH:57][CH:58]=3)[O:11][C:12]3[C:17]([CH:18]=2)=[CH:16][CH:15]=[C:14]([O:19][C:20](=[O:22])[CH3:21])[CH:13]=3)=[CH:7][CH:6]=1)(=[O:3])[CH3:2].